The task is: Regression/Classification. Given a drug SMILES string, predict its absorption, distribution, metabolism, or excretion properties. Task type varies by dataset: regression for continuous measurements (e.g., permeability, clearance, half-life) or binary classification for categorical outcomes (e.g., BBB penetration, CYP inhibition). Dataset: cyp2c19_veith.. This data is from CYP2C19 inhibition data for predicting drug metabolism from PubChem BioAssay. (1) The compound is COC(=O)c1ccccc1Oc1c(F)c(F)nc(N2CCOCC2)c1F. The result is 1 (inhibitor). (2) The compound is COC(=O)COc1ccc(/C=C2/SC(=O)N(CC(=O)N3CCCC3)C2=O)cc1Br. The result is 0 (non-inhibitor). (3) The compound is COc1ccc(NS(=O)(=O)c2ccc(I)cc2)cc1N1CCN(C)CC1. The result is 0 (non-inhibitor). (4) The drug is COc1nc(Cl)c(Cl)c(Cl)n1.COc1nc(Cl)nc(Cl)c1Cl. The result is 0 (non-inhibitor). (5) The drug is CN(C)/C=N/c1ncc(C(=O)c2ccc3ccccc3c2)s1. The result is 1 (inhibitor).